Dataset: Reaction yield outcomes from USPTO patents with 853,638 reactions. Task: Predict the reaction yield, written as a fraction of the theoretical maximum amount of product (1.0 means a 100% yield; for example, 0.34 means a 34% yield). (1) The reactants are C(OC([N:8]1[CH:13]([C:14]2[NH:15][C:16]([C:19]3[CH:28]=[CH:27][C:26]4[C:21](=[CH:22][CH:23]=[C:24]([C:29]5[CH:34]=[CH:33][C:32]([C:35]6[NH:36][C:37]([CH:40]7[CH2:46][C:43]8([CH2:45][CH2:44]8)[CH2:42][N:41]7[C:47](=[O:57])[CH:48]([NH:52][C:53]([O:55][CH3:56])=[O:54])[CH:49]([CH3:51])[CH3:50])=[N:38][CH:39]=6)=[CH:31][CH:30]=5)[CH:25]=4)[CH:20]=3)=[CH:17][N:18]=2)[CH:12]2[CH2:58][CH:9]1[CH2:10][CH2:11]2)=O)(C)(C)C.Cl.[CH:60]1([CH:63]([NH:67][C:68]([O:70][CH3:71])=[O:69])[C:64]([OH:66])=O)[CH2:62][CH2:61]1.CN(C(ON1N=NC2C=CC=NC1=2)=[N+](C)C)C.F[P-](F)(F)(F)(F)F.CN1CCOCC1. The catalyst is CO.C(Cl)Cl. The product is [CH3:56][O:55][C:53](=[O:54])[NH:52][CH:48]([C:47]([N:41]1[CH:40]([C:37]2[NH:36][C:35]([C:32]3[CH:33]=[CH:34][C:29]([C:24]4[CH:23]=[CH:22][C:21]5[C:26](=[CH:27][CH:28]=[C:19]([C:16]6[NH:15][C:14]([CH:13]7[CH:12]8[CH2:58][CH:9]([CH2:10][CH2:11]8)[N:8]7[C:64](=[O:66])[CH:63]([CH:60]7[CH2:61][CH2:62]7)[NH:67][C:68]([O:70][CH3:71])=[O:69])=[N:18][CH:17]=6)[CH:20]=5)[CH:25]=4)=[CH:30][CH:31]=3)=[CH:39][N:38]=2)[CH2:46][C:43]2([CH2:45][CH2:44]2)[CH2:42]1)=[O:57])[CH:49]([CH3:51])[CH3:50]. The yield is 0.490. (2) The reactants are [C:9](O[C:9]([O:11][C:12]([CH3:15])([CH3:14])[CH3:13])=[O:10])([O:11][C:12]([CH3:15])([CH3:14])[CH3:13])=[O:10].[Cl:16][C:17]1[C:26]2[CH2:25][NH:24][CH2:23][CH2:22][C:21]=2[N:20]=[C:19]2[CH:27]=[CH:28][C:29]([C:31]#[N:32])=[CH:30][C:18]=12. The catalyst is C(Cl)Cl. The product is [Cl:16][C:17]1[C:26]2[CH2:25][N:24]([C:9]([O:11][C:12]([CH3:13])([CH3:14])[CH3:15])=[O:10])[CH2:23][CH2:22][C:21]=2[N:20]=[C:19]2[CH:27]=[CH:28][C:29]([C:31]#[N:32])=[CH:30][C:18]=12. The yield is 0.940. (3) The product is [Cl:1][C:2]1[C:7]([C:8]2[CH:13]=[CH:12][CH:11]=[C:10]([F:14])[CH:9]=2)=[CH:6][N:5]2[N:16]=[C:17]([CH3:19])[N:18]=[C:4]2[N:3]=1. The yield is 0.0790. The reactants are [Cl:1][C:2]1[C:7]([C:8]2[CH:13]=[CH:12][CH:11]=[C:10]([F:14])[CH:9]=2)=[C:6](Cl)[N:5]2[N:16]=[C:17]([CH3:19])[N:18]=[C:4]2[N:3]=1.[NH4+].[Cl-].O.C1COCC1. The catalyst is C(O)C.[Zn]. (4) The reactants are [CH3:1][O:2][C:3](=[O:16])[CH2:4][C:5]1[CH:10]=[C:9]([O:11][CH:12]([F:14])[F:13])[CH:8]=[C:7]([Cl:15])[CH:6]=1.[CH:17](OC)=[O:18].[Na].CO. The catalyst is CCOCC.O. The product is [CH3:1][O:2][C:3](=[O:16])[CH:4]([C:5]1[CH:10]=[C:9]([O:11][CH:12]([F:13])[F:14])[CH:8]=[C:7]([Cl:15])[CH:6]=1)[CH:17]=[O:18]. The yield is 0.360.